Task: Predict the reactants needed to synthesize the given product.. Dataset: Full USPTO retrosynthesis dataset with 1.9M reactions from patents (1976-2016) The reactants are: Cl[C:2]1[C:11]2[C:6](=[CH:7][CH:8]=[CH:9][CH:10]=2)[N:5]=[CH:4][CH:3]=1.[NH:12]1[CH2:17][CH2:16][NH:15][CH2:14][CH2:13]1. Given the product [N:12]1([C:2]2[C:11]3[C:6](=[CH:7][CH:8]=[CH:9][CH:10]=3)[N:5]=[CH:4][CH:3]=2)[CH2:17][CH2:16][NH:15][CH2:14][CH2:13]1, predict the reactants needed to synthesize it.